From a dataset of Catalyst prediction with 721,799 reactions and 888 catalyst types from USPTO. Predict which catalyst facilitates the given reaction. Reactant: [CH3:1][O:2][C:3]1[CH:4]=[C:5]([CH2:10][CH2:11][CH2:12][C:13]([OH:15])=O)[CH:6]=[CH:7][C:8]=1[CH3:9].FC(F)(F)C(OC(=O)C(F)(F)F)=O. Product: [CH3:1][O:2][C:3]1[CH:4]=[C:5]2[C:6](=[CH:7][C:8]=1[CH3:9])[C:13](=[O:15])[CH2:12][CH2:11][CH2:10]2. The catalyst class is: 158.